Dataset: Reaction yield outcomes from USPTO patents with 853,638 reactions. Task: Predict the reaction yield, written as a fraction of the theoretical maximum amount of product (1.0 means a 100% yield; for example, 0.34 means a 34% yield). (1) The reactants are [OH:1][CH2:2][CH2:3][O:4][C@H:5]1[CH2:10][CH2:9][C@H:8]([N:11]2[C:16](=[O:17])[C:15]([CH2:18][C:19]3[CH:24]=[CH:23][C:22]([C:25]4[C:26]([C:31]#[N:32])=[CH:27][CH:28]=[CH:29][CH:30]=4)=[CH:21][CH:20]=3)=[C:14]([CH2:33][CH2:34][CH3:35])[N:13]3[N:36]=[CH:37][N:38]=[C:12]23)[CH2:7][CH2:6]1.FC(F)(F)S(O[Si](C(C)(C)C)(C)C)(=O)=O.[N:54]1C(C)=CC=CC=1C.[Cl-].O[NH3+].[C:65](=[O:68])([O-])[OH:66].[Na+]. The catalyst is C(OCC)(=O)C.CS(C)=O.O1CCCC1. The product is [OH:1][CH2:2][CH2:3][O:4][C@H:5]1[CH2:10][CH2:9][C@H:8]([N:11]2[C:16](=[O:17])[C:15]([CH2:18][C:19]3[CH:24]=[CH:23][C:22]([C:25]4[CH:30]=[CH:29][CH:28]=[CH:27][C:26]=4[C:31]4[NH:54][C:65](=[O:68])[O:66][N:32]=4)=[CH:21][CH:20]=3)=[C:14]([CH2:33][CH2:34][CH3:35])[N:13]3[N:36]=[CH:37][N:38]=[C:12]23)[CH2:7][CH2:6]1. The yield is 0.450. (2) The reactants are CS(O[C@@H:6]([C:24]1[CH:29]=[CH:28][C:27]([N+:30]([O-:32])=[O:31])=[CH:26][CH:25]=1)[CH2:7][CH2:8][C@@H:9](OS(C)(=O)=O)[C:10]1[CH:15]=[CH:14][C:13]([N+:16]([O-:18])=[O:17])=[CH:12][CH:11]=1)(=O)=O.[C:33]([C:37]1[CH:43]=[CH:42][C:40]([NH2:41])=[CH:39][CH:38]=1)([CH3:36])([CH3:35])[CH3:34]. The product is [C:33]([C:37]1[CH:38]=[CH:39][C:40]([N:41]2[C@H:9]([C:10]3[CH:15]=[CH:14][C:13]([N+:16]([O-:18])=[O:17])=[CH:12][CH:11]=3)[CH2:8][CH2:7][C@H:6]2[C:24]2[CH:29]=[CH:28][C:27]([N+:30]([O-:32])=[O:31])=[CH:26][CH:25]=2)=[CH:42][CH:43]=1)([CH3:36])([CH3:34])[CH3:35]. The catalyst is CC1CCCO1.Cl. The yield is 0.510. (3) The reactants are [NH2:1][C:2]1[CH:7]=[C:6]([Br:8])[CH:5]=[CH:4][N:3]=1.O.N1C2C(=CC=C3C=2N=CC=C3)C=CC=1.[C:24](#[N:31])[C:25]1[CH:30]=[CH:29][CH:28]=[CH:27][CH:26]=1. The catalyst is [Cu]Br.[I-].[Zn+2].[I-]. The product is [Br:8][C:6]1[CH:5]=[CH:4][N:3]2[N:31]=[C:24]([C:25]3[CH:30]=[CH:29][CH:28]=[CH:27][CH:26]=3)[N:1]=[C:2]2[CH:7]=1. The yield is 0.510. (4) The reactants are [CH2:1]([O:3][C:4]1[CH:12]=[CH:11][C:7]([C:8]([OH:10])=[O:9])=[CH:6][N:5]=1)[CH3:2].C1N=C[N:15](C(N2C=NC=C2)=O)C=1.CS(O)(=O)=O.[NH2:30][CH2:31][C:32]1[CH:33]=[C:34]2[C:38](=[CH:39][CH:40]=1)[C:37](=[O:41])[N:36]([CH:42]1[CH2:47][CH2:46][C:45](=[O:48])[NH:44][C:43]1=[O:49])[CH2:35]2.O. The catalyst is CN(C)C=O. The product is [O:49]=[C:43]1[CH:42]([N:36]2[CH2:35][C:34]3[C:38](=[CH:39][CH:40]=[C:32]([CH2:31][NH:30][C:8](=[O:10])[C:7]4[CH:11]=[CH:12][C:4]([O:3][CH2:1][CH3:2])=[N:5][CH:6]=4)[CH:33]=3)[C:37]2=[O:41])[CH2:47][CH2:46][C:45](=[O:48])[NH:44]1.[CH2:1]([O:3][C:4]1[N:5]=[N:15][C:7]([C:8]([OH:10])=[O:9])=[CH:11][CH:12]=1)[CH3:2]. The yield is 0.530. (5) The reactants are [F:1][C:2]1[C:3]([NH:17][CH2:18][OH:19])=[N:4][C:5]([O:8][CH2:9][C:10]2[CH:15]=[CH:14][C:13]([F:16])=[CH:12][CH:11]=2)=[N:6][CH:7]=1.[C:20]1([CH3:30])[CH:25]=[CH:24][C:23](S(O)(=O)=O)=[CH:22][CH:21]=1. The catalyst is C(O)C1C=CC=CC=1. The product is [CH2:30]([O:19][CH2:18][NH:17][C:3]1[C:2]([F:1])=[CH:7][N:6]=[C:5]([O:8][CH2:9][C:10]2[CH:11]=[CH:12][C:13]([F:16])=[CH:14][CH:15]=2)[N:4]=1)[C:20]1[CH:25]=[CH:24][CH:23]=[CH:22][CH:21]=1. The yield is 0.700. (6) The reactants are [OH:1][CH2:2][C@@H:3]1[NH:7][C:6](=[O:8])[CH2:5][CH2:4]1.CO[C:11](OC)([CH3:13])[CH3:12].C12(CS(O)(=O)=O)C(C)(C)C(CC1)CC2=O.C(=O)(O)[O-].[Na+]. The product is [CH3:12][C:11]1([CH3:13])[N:7]2[C:6](=[O:8])[CH2:5][CH2:4][C@@H:3]2[CH2:2][O:1]1. The catalyst is O. The yield is 0.780.